This data is from Reaction yield outcomes from USPTO patents with 853,638 reactions. The task is: Predict the reaction yield, written as a fraction of the theoretical maximum amount of product (1.0 means a 100% yield; for example, 0.34 means a 34% yield). The reactants are [C:1]([C:5]1[CH:9]=[C:8]([NH2:10])[N:7]([C:11]2[CH:16]=[CH:15][C:14]([C:17]([CH3:20])([CH3:19])[CH3:18])=[CH:13][CH:12]=2)[N:6]=1)([CH3:4])([CH3:3])[CH3:2].Cl[C:22]([O:24][C:25]1[CH:30]=[CH:29][CH:28]=[CH:27][CH:26]=1)=[O:23]. No catalyst specified. The product is [C:1]([C:5]1[CH:9]=[C:8]([NH:10][C:22](=[O:23])[O:24][C:25]2[CH:30]=[CH:29][CH:28]=[CH:27][CH:26]=2)[N:7]([C:11]2[CH:12]=[CH:13][C:14]([C:17]([CH3:20])([CH3:19])[CH3:18])=[CH:15][CH:16]=2)[N:6]=1)([CH3:4])([CH3:3])[CH3:2]. The yield is 0.660.